This data is from Peptide-MHC class II binding affinity with 134,281 pairs from IEDB. The task is: Regression. Given a peptide amino acid sequence and an MHC pseudo amino acid sequence, predict their binding affinity value. This is MHC class II binding data. The peptide sequence is EKDYFAATQFEPLAA. The binding affinity (normalized) is 0.447. The MHC is HLA-DQA10301-DQB10302 with pseudo-sequence HLA-DQA10301-DQB10302.